This data is from Reaction yield outcomes from USPTO patents with 853,638 reactions. The task is: Predict the reaction yield, written as a fraction of the theoretical maximum amount of product (1.0 means a 100% yield; for example, 0.34 means a 34% yield). (1) The reactants are CO[C:3](=[O:13])[C:4]1[CH:9]=[CH:8][C:7]([Br:10])=[CH:6][C:5]=1[CH2:11]Br.[CH2:14]([NH2:21])[C:15]1[CH:20]=[CH:19][CH:18]=[CH:17][CH:16]=1.C([O-])([O-])=O.[K+].[K+].C(OCC)(=O)C. The catalyst is C1(C)C=CC=CC=1.CCCCCC. The product is [CH2:14]([N:21]1[CH2:11][C:5]2[C:4](=[CH:9][CH:8]=[C:7]([Br:10])[CH:6]=2)[C:3]1=[O:13])[C:15]1[CH:20]=[CH:19][CH:18]=[CH:17][CH:16]=1. The yield is 0.500. (2) The reactants are C([Li])CCC.[Si:6]([O:13][C:14]1[CH:22]=[CH:21][C:17]2[CH:18]=[CH:19][S:20][C:16]=2[CH:15]=1)([C:9]([CH3:12])([CH3:11])[CH3:10])([CH3:8])[CH3:7].[B:23](OC(C)C)([O:28]C(C)C)[O:24]C(C)C.O. The catalyst is CCCCCC.O1CCCC1. The product is [Si:6]([O:13][C:14]1[CH:22]=[CH:21][C:17]2[CH:18]=[C:19]([B:23]([OH:28])[OH:24])[S:20][C:16]=2[CH:15]=1)([C:9]([CH3:12])([CH3:11])[CH3:10])([CH3:8])[CH3:7]. The yield is 0.620.